From a dataset of Cav3 T-type calcium channel HTS with 100,875 compounds. Binary Classification. Given a drug SMILES string, predict its activity (active/inactive) in a high-throughput screening assay against a specified biological target. (1) The molecule is Clc1cc(NC(=O)COC(=O)c2ncc(nc2)C)cc(Cl)c1. The result is 0 (inactive). (2) The compound is O=c1n(c(=O)n(c2nc(n(c12)CCc1ccccc1)NCC(O)C)C)C. The result is 0 (inactive). (3) The compound is O(C(=O)/C(=c1/nc(n(cc1)C)C)C#N)CC. The result is 0 (inactive). (4) The drug is O(c1ccc(C2n3[nH]cnc3=NC(=C2C(OC)=O)C)cc1)Cc1ccccc1. The result is 0 (inactive).